Dataset: Kir2.1 potassium channel HTS with 301,493 compounds. Task: Binary Classification. Given a drug SMILES string, predict its activity (active/inactive) in a high-throughput screening assay against a specified biological target. (1) The drug is O(CCn1c2c(nc1c1ccc(OC)cc1)cccc2)C. The result is 0 (inactive). (2) The compound is S(=O)(=O)(N\N=C(\c1c(OC)cc(OC)cc1)C)c1ccc(OCC)cc1. The result is 0 (inactive).